Dataset: Forward reaction prediction with 1.9M reactions from USPTO patents (1976-2016). Task: Predict the product of the given reaction. (1) Given the reactants [CH2:1]([O:3][C:4]([C:6]1[O:10][C:9](Cl)=[N:8][CH:7]=1)=[O:5])[CH3:2].[F:12][C:13]1[CH:14]=[C:15](B(O)O)[CH:16]=[CH:17][C:18]=1[S:19]([CH3:22])(=[O:21])=[O:20], predict the reaction product. The product is: [CH2:1]([O:3][C:4]([C:6]1[O:10][C:9]([C:15]2[CH:16]=[CH:17][C:18]([S:19]([CH3:22])(=[O:20])=[O:21])=[C:13]([F:12])[CH:14]=2)=[N:8][CH:7]=1)=[O:5])[CH3:2]. (2) Given the reactants [CH3:1][O:2][C:3]1[CH:4]=[C:5]([C:11](=[O:27])[CH:12]([C:17]2[CH:22]=[CH:21][C:20]([O:23][CH3:24])=[C:19]([O:25][CH3:26])[CH:18]=2)C(OC)=O)[CH:6]=[C:7]([O:9][CH3:10])[CH:8]=1.B(O)(O)O, predict the reaction product. The product is: [CH3:1][O:2][C:3]1[CH:4]=[C:5]([C:11](=[O:27])[CH2:12][C:17]2[CH:22]=[CH:21][C:20]([O:23][CH3:24])=[C:19]([O:25][CH3:26])[CH:18]=2)[CH:6]=[C:7]([O:9][CH3:10])[CH:8]=1. (3) The product is: [Cl:30][C:25]1[CH:26]=[C:27]2[C:22](=[CH:23][CH:24]=1)[CH:21]=[C:20]([S:17]([NH:16][C@H:13]1[CH2:14][CH2:15][N:11]([C@@H:9]([CH3:10])[C:8]([N:4]3[CH2:5][CH2:6][CH2:7][CH:2]([NH:1][C:33](=[O:36])[C:34]#[CH:35])[CH2:3]3)=[O:32])[C:12]1=[O:31])(=[O:19])=[O:18])[CH:29]=[CH:28]2. Given the reactants [NH2:1][CH:2]1[CH2:7][CH2:6][CH2:5][N:4]([C:8](=[O:32])[C@@H:9]([N:11]2[CH2:15][CH2:14][C@H:13]([NH:16][S:17]([C:20]3[CH:29]=[CH:28][C:27]4[C:22](=[CH:23][CH:24]=[C:25]([Cl:30])[CH:26]=4)[CH:21]=3)(=[O:19])=[O:18])[C:12]2=[O:31])[CH3:10])[CH2:3]1.[C:33](O)(=[O:36])[C:34]#[CH:35].C(N(CC)C(C)C)(C)C.CN(C(ON1N=NC2C=CC=NC1=2)=[N+](C)C)C.F[P-](F)(F)(F)(F)F, predict the reaction product. (4) The product is: [CH2:1]([O:3][C:4]([C:6]1[CH:44]=[CH:43][C:9]2[N:10]([CH:37]3[CH2:42][CH2:41][CH2:40][CH2:39][CH2:38]3)[C:11]([C:13]3[CH:14]=[C:15]4[C:20](=[CH:21][CH:22]=3)[N:19]=[C:18]([C:23]3[C:24]([C:49]5[CH:50]=[CH:51][C:46]([F:45])=[CH:47][CH:48]=5)=[CH:25][CH:26]=[C:27]([C:29]([N:31]5[CH2:35][CH2:34][CH2:33][CH2:32]5)=[O:30])[CH:28]=3)[CH:17]=[CH:16]4)=[N:12][C:8]=2[CH:7]=1)=[O:5])[CH3:2]. Given the reactants [CH2:1]([O:3][C:4]([C:6]1[CH:44]=[CH:43][C:9]2[N:10]([CH:37]3[CH2:42][CH2:41][CH2:40][CH2:39][CH2:38]3)[C:11]([C:13]3[CH:14]=[C:15]4[C:20](=[CH:21][CH:22]=3)[N:19]=[C:18]([C:23]3[CH:28]=[C:27]([C:29]([N:31]5[CH2:35][CH2:34][CH2:33][CH2:32]5)=[O:30])[CH:26]=[CH:25][C:24]=3I)[CH:17]=[CH:16]4)=[N:12][C:8]=2[CH:7]=1)=[O:5])[CH3:2].[F:45][C:46]1[CH:51]=[CH:50][C:49](B(O)O)=[CH:48][CH:47]=1.C([O-])(O)=O.[Na+], predict the reaction product. (5) Given the reactants Cl.[NH2:2][C@H:3]([CH2:13][OH:14])[CH2:4][C:5]1[CH:10]=[CH:9][C:8]([OH:11])=[C:7]([Cl:12])[CH:6]=1.[CH:15](=O)[C:16]1[CH:21]=[CH:20][CH:19]=[CH:18][CH:17]=1.C(O[BH-](OC(=O)C)OC(=O)C)(=O)C.[Na+].C(=O)(O)[O-].[Na+], predict the reaction product. The product is: [CH2:15]([NH:2][C@H:3]([CH2:13][OH:14])[CH2:4][C:5]1[CH:10]=[CH:9][C:8]([OH:11])=[C:7]([Cl:12])[CH:6]=1)[C:16]1[CH:21]=[CH:20][CH:19]=[CH:18][CH:17]=1.